From a dataset of Catalyst prediction with 721,799 reactions and 888 catalyst types from USPTO. Predict which catalyst facilitates the given reaction. (1) Reactant: [Cl:1][C:2]1[CH:7]=[CH:6][C:5]([O:8][CH2:9][CH:10](OCC)OCC)=[CH:4][CH:3]=1. Product: [Cl:1][C:2]1[CH:3]=[CH:4][C:5]2[O:8][CH:9]=[CH:10][C:6]=2[CH:7]=1. The catalyst class is: 159. (2) Reactant: [C:1]([N:8]1[CH2:13][CH2:12][C:11](=[O:14])[CH2:10][CH2:9]1)([O:3][C:4]([CH3:7])([CH3:6])[CH3:5])=[O:2].[CH3:15][Mg]Cl.[NH4+].[Cl-]. Product: [C:4]([O:3][C:1]([N:8]1[CH2:13][CH2:12][C:11]([OH:14])([CH3:15])[CH2:10][CH2:9]1)=[O:2])([CH3:7])([CH3:6])[CH3:5]. The catalyst class is: 1.